This data is from Peptide-MHC class II binding affinity with 134,281 pairs from IEDB. The task is: Regression. Given a peptide amino acid sequence and an MHC pseudo amino acid sequence, predict their binding affinity value. This is MHC class II binding data. (1) The MHC is HLA-DQA10303-DQB10402 with pseudo-sequence HLA-DQA10303-DQB10402. The peptide sequence is VQDPKFWELVDEERK. The binding affinity (normalized) is 0. (2) The peptide sequence is DQPQNLEEILMHCQTTLKYA. The MHC is HLA-DQA10301-DQB10302 with pseudo-sequence HLA-DQA10301-DQB10302. The binding affinity (normalized) is 0.